Dataset: Full USPTO retrosynthesis dataset with 1.9M reactions from patents (1976-2016). Task: Predict the reactants needed to synthesize the given product. (1) Given the product [C:11]([OH:13])(=[O:12])[C:10]1[CH:6]=[CH:1][CH:2]=[CH:8][CH:9]=1.[CH:15](=[O:22])[C:16]1[CH:17]=[CH:2][CH:1]=[CH:19][CH:18]=1, predict the reactants needed to synthesize it. The reactants are: [C:1]1(C)[CH:6]=CC=C[CH:2]=1.[C:8]1(=O)[O:13][C:11](=[O:12])[CH:10]=[CH:9]1.[C:15]1(=[O:22])O[C:19](=O)[CH:18]=[C:16]1[CH3:17]. (2) Given the product [F:29][C:2]([F:1])([C:22]1[CH:23]=[CH:24][C:25]([F:28])=[CH:26][CH:27]=1)[C:3]1[N:12]=[C:11]([NH:13][C:14]2[CH:18]=[C:17]([CH3:19])[NH:16][N:15]=2)[C:10]2[C:5](=[CH:6][C:7]([CH2:20][N:52]3[CH2:57][CH2:56][O:55][CH2:54][CH2:53]3)=[CH:8][CH:9]=2)[N:4]=1, predict the reactants needed to synthesize it. The reactants are: [F:1][C:2]([F:29])([C:22]1[CH:27]=[CH:26][C:25]([F:28])=[CH:24][CH:23]=1)[C:3]1[N:12]=[C:11]([NH:13][C:14]2[CH:18]=[C:17]([CH3:19])[NH:16][N:15]=2)[C:10]2[C:5](=[CH:6][C:7]([CH2:20]O)=[CH:8][CH:9]=2)[N:4]=1.CC(OI1(OC(C)=O)(OC(C)=O)OC(=O)C2C=CC=CC1=2)=O.[NH:52]1[CH2:57][CH2:56][O:55][CH2:54][CH2:53]1.C(O[BH-](OC(=O)C)OC(=O)C)(=O)C.[Na+]. (3) Given the product [Cl:1][C:2]1[CH:10]=[C:9]2[C:5]([C:6]([C:11]([OH:26])=[O:12])=[CH:7][NH:8]2)=[CH:4][C:3]=1[C:13]1[CH:24]=[CH:23][C:16]2[O:17][C@H:18]([CH2:21][OH:22])[CH2:19][O:20][C:15]=2[CH:14]=1, predict the reactants needed to synthesize it. The reactants are: [Cl:1][C:2]1[CH:10]=[C:9]2[C:5]([C:6]([CH:11]=[O:12])=[CH:7][NH:8]2)=[CH:4][C:3]=1[C:13]1[CH:24]=[CH:23][C:16]2[O:17][C@H:18]([CH2:21][OH:22])[CH2:19][O:20][C:15]=2[CH:14]=1.Cl([O-])=[O:26].[Na+].P([O-])(O)(O)=O.[Na+]. (4) Given the product [Cl-:70].[OH:46][C:43]1[CH:44]=[CH:45][C:40]([CH2:39][C@H:37]([NH2+:38][CH2:34][CH:31]([CH3:33])[CH3:32])[CH2:36][Cl:70])=[CH:41][CH:42]=1, predict the reactants needed to synthesize it. The reactants are: OC1C=CC(C[C@H](N)CO)=CC=1.COC(=O)[C@H](CC1C=CC(O)=CC=1)N.OCCN.[CH:31]([CH:34]1[NH:38][C@@H:37]([CH2:39][C:40]2[CH:45]=[CH:44][C:43]([OH:46])=[CH:42][CH:41]=2)[CH2:36]O1)([CH3:33])[CH3:32].O1CCNC1.OC1C=CC(C[C@H](NCC(C)C)CO)=CC=1.O=S(Cl)[Cl:70].